Dataset: Catalyst prediction with 721,799 reactions and 888 catalyst types from USPTO. Task: Predict which catalyst facilitates the given reaction. (1) Reactant: [CH2:1]([C:3]([C:7]1[CH:8]=[CH:9][C:10]2[S:14][C:13]([NH:15][C:16](=[O:18])[CH3:17])=[N:12][C:11]=2[CH:19]=1)(O)[CH2:4][CH3:5])[CH3:2].[NH:20]1[C:28]2[C:23](=[CH:24][CH:25]=[CH:26][C:27]=2[NH:29][S:30]([CH3:33])(=[O:32])=[O:31])[CH:22]=[CH:21]1.C(O)(C(F)(F)F)=O.C([O-])(O)=O.[Na+]. Product: [CH2:1]([C:3]([C:7]1[CH:8]=[CH:9][C:10]2[S:14][C:13]([NH:15][C:16](=[O:18])[CH3:17])=[N:12][C:11]=2[CH:19]=1)([C:22]1[C:23]2[C:28](=[C:27]([NH:29][S:30]([CH3:33])(=[O:31])=[O:32])[CH:26]=[CH:25][CH:24]=2)[NH:20][CH:21]=1)[CH2:4][CH3:5])[CH3:2]. The catalyst class is: 2. (2) Reactant: [NH2:1][C:2]1[CH:3]=[C:4]2[C:13](=[CH:14][C:15]=1[O:16][CH2:17][C:18]1[CH:23]=[CH:22][CH:21]=[CH:20][CH:19]=1)[O:12][CH2:11][C:10]1[N:5]2[CH:6]([CH3:33])[C:7](=[O:32])[N:8](COCC[Si](C)(C)C)[N:9]=1.O=[C:35]1[CH2:38][N:37]([C:39]([O:41][C:42]([CH3:45])([CH3:44])[CH3:43])=[O:40])[CH2:36]1.C([BH3-])#N.[Na+]. Product: [C:42]([O:41][C:39]([N:37]1[CH2:38][CH:35]([NH:1][C:2]2[CH:3]=[C:4]3[C:13](=[CH:14][C:15]=2[O:16][CH2:17][C:18]2[CH:23]=[CH:22][CH:21]=[CH:20][CH:19]=2)[O:12][CH2:11][C:10]2[N:5]3[CH:6]([CH3:33])[C:7](=[O:32])[NH:8][N:9]=2)[CH2:36]1)=[O:40])([CH3:45])([CH3:43])[CH3:44]. The catalyst class is: 467. (3) Reactant: [F:1][C:2]1[C:3]([CH3:15])=[C:4]([CH2:9][C@@H:10]([N:12]=[N+]=[N-])[CH3:11])[CH:5]=[CH:6][C:7]=1[F:8]. Product: [F:1][C:2]1[C:3]([CH3:15])=[C:4]([CH2:9][C@@H:10]([NH2:12])[CH3:11])[CH:5]=[CH:6][C:7]=1[F:8]. The catalyst class is: 99. (4) Reactant: [S:1]1[CH:5]=[CH:4][C:3]2[C:6]([N:10]3[CH2:15][CH2:14][N:13]([CH2:16][CH2:17][CH2:18][O:19][C:20]4[C:25]([CH3:26])=[CH:24][C:23]([NH2:27])=[CH:22][C:21]=4[O:28][CH3:29])[CH2:12][CH2:11]3)=[CH:7][CH:8]=[CH:9][C:2]1=2.C(N(C(C)C)C(C)C)C.[CH2:39]([S:41]([Cl:44])(=[O:43])=[O:42])[CH3:40].[OH-].[Na+]. Product: [ClH:44].[S:1]1[CH:5]=[CH:4][C:3]2[C:6]([N:10]3[CH2:11][CH2:12][N:13]([CH2:16][CH2:17][CH2:18][O:19][C:20]4[C:25]([CH3:26])=[CH:24][C:23]([NH:27][S:41]([CH2:39][CH3:40])(=[O:43])=[O:42])=[CH:22][C:21]=4[O:28][CH3:29])[CH2:14][CH2:15]3)=[CH:7][CH:8]=[CH:9][C:2]1=2. The catalyst class is: 429. (5) The catalyst class is: 271. Reactant: C(OC([N:8](C(OC(C)(C)C)=O)[C@@H:9]([C:23]([OH:25])=O)[CH2:10][CH2:11][C@@H:12]([C:15]1[CH:20]=[CH:19][CH:18]=[C:17]([F:21])[C:16]=1[F:22])[CH2:13][NH2:14])=O)(C)(C)C.ClCC(C)(O)C.C(N(C(C)C)CC)(C)C.C(Cl)CCl.[CH:52]1[CH:57]=[N:56][C:55]2N(O)N=N[C:54]=2[CH:53]=1.C([O-])(O)=O.[Na+]. Product: [NH2:8][C@@H:9]1[CH2:10][CH2:11][C@@H:12]([C:15]2[CH:20]=[CH:19][CH:18]=[C:17]([F:21])[C:16]=2[F:22])[CH2:13][N:14]([C:53]2[CH:52]=[CH:57][N:56]=[CH:55][CH:54]=2)[C:23]1=[O:25]. (6) Reactant: C(Cl)(=O)C(Cl)=O.[Cl:7][C:8]1[CH:13]=[CH:12][CH:11]=[CH:10][C:9]=1[CH2:14][CH:15]([CH3:23])[CH2:16][CH:17]([OH:22])[C:18]([CH3:21])([CH3:20])[CH3:19].C(N(CC)CC)C.[Cl-].[NH4+]. Product: [Cl:7][C:8]1[CH:13]=[CH:12][CH:11]=[CH:10][C:9]=1[CH2:14][CH:15]([CH3:23])[CH2:16][C:17](=[O:22])[C:18]([CH3:20])([CH3:19])[CH3:21]. The catalyst class is: 764. (7) Reactant: [CH:1]1([C:4]2[N:8]([C:9]([O:11][C:12]([CH3:15])([CH3:14])[CH3:13])=[O:10])[C:7]3[CH:16]=[C:17]([C:29]4[C:30]([CH3:35])=[N:31][O:32][C:33]=4[CH3:34])[CH:18]=[C:19]([CH:20]([CH:22]4[CH2:26][CH2:25][C:24]([CH3:28])([CH3:27])[O:23]4)[OH:21])[C:6]=3[N:5]=2)[CH2:3][CH2:2]1.CC(OI1(OC(C)=O)(OC(C)=O)OC(=O)C2C=CC=CC1=2)=O. Product: [CH:1]1([C:4]2[N:8]([C:9]([O:11][C:12]([CH3:14])([CH3:13])[CH3:15])=[O:10])[C:7]3[CH:16]=[C:17]([C:29]4[C:30]([CH3:35])=[N:31][O:32][C:33]=4[CH3:34])[CH:18]=[C:19]([C:20]([CH:22]4[CH2:26][CH2:25][C:24]([CH3:27])([CH3:28])[O:23]4)=[O:21])[C:6]=3[N:5]=2)[CH2:2][CH2:3]1. The catalyst class is: 2.